Predict the product of the given reaction. From a dataset of Forward reaction prediction with 1.9M reactions from USPTO patents (1976-2016). (1) The product is: [CH:1]1([NH:6][CH2:14][C:15]2[CH:16]=[C:17]([CH:18]=[CH:19][CH:20]=2)[O:21][CH2:22][CH:23]([OH:34])[CH2:24][N:25]2[CH2:26][C:27]3[C:32](=[CH:31][CH:30]=[CH:29][CH:28]=3)[CH2:33]2)[CH2:2][CH2:3][CH2:4][CH2:5]1. Given the reactants [CH:1]1([N:6]([CH2:14][C:15]2[CH:20]=[CH:19][CH:18]=[C:17]([O:21][CH2:22][CH:23]([OH:34])[CH2:24][N:25]3[CH2:33][C:32]4[C:27](=[CH:28][CH:29]=[CH:30][CH:31]=4)[CH2:26]3)[CH:16]=2)C(=O)OC(C)(C)C)[CH2:5][CH2:4][CH2:3][CH2:2]1.Cl.C(OCC)(=O)C, predict the reaction product. (2) Given the reactants F[C:2]1[C:7]([CH:8]2[CH2:13][CH2:12][O:11][CH2:10][CH2:9]2)=[CH:6][CH:5]=[CH:4][N:3]=1.[S:14]1[C:18]2[CH:19]=[CH:20][CH:21]=[CH:22][C:17]=2[N:16]=[C:15]1[CH:23]1[CH2:28][CH2:27][CH:26]([OH:29])[CH2:25][CH2:24]1.[H-].[Na+], predict the reaction product. The product is: [O:11]1[CH2:12][CH2:13][CH:8]([C:7]2[C:2]([O:29][C@H:26]3[CH2:25][CH2:24][C@H:23]([C:15]4[S:14][C:18]5[CH:19]=[CH:20][CH:21]=[CH:22][C:17]=5[N:16]=4)[CH2:28][CH2:27]3)=[N:3][CH:4]=[CH:5][CH:6]=2)[CH2:9][CH2:10]1.[O:11]1[CH2:12][CH2:13][CH:8]([C:7]2[C:2]([O:29][C@@H:26]3[CH2:25][CH2:24][C@H:23]([C:15]4[S:14][C:18]5[CH:19]=[CH:20][CH:21]=[CH:22][C:17]=5[N:16]=4)[CH2:28][CH2:27]3)=[N:3][CH:4]=[CH:5][CH:6]=2)[CH2:9][CH2:10]1. (3) Given the reactants [F:1][C:2]([F:35])([C:29]1[CH:34]=[CH:33][CH:32]=[CH:31][CH:30]=1)[CH2:3][O:4][CH2:5][CH2:6][CH2:7][CH2:8][CH2:9][CH2:10][N:11]1[CH2:15][C@@H:14]([C:16]2[CH:27]=[CH:26][C:19]3[O:20][C:21]([CH3:25])([CH3:24])[O:22][CH2:23][C:18]=3[CH:17]=2)[O:13]C1=O.C[Si](C)(C)[O-].[K+].[Cl-].[NH4+], predict the reaction product. The product is: [F:35][C:2]([F:1])([C:29]1[CH:34]=[CH:33][CH:32]=[CH:31][CH:30]=1)[CH2:3][O:4][CH2:5][CH2:6][CH2:7][CH2:8][CH2:9][CH2:10][NH:11][CH2:15][C@@H:14]([C:16]1[CH:27]=[CH:26][C:19]2[O:20][C:21]([CH3:25])([CH3:24])[O:22][CH2:23][C:18]=2[CH:17]=1)[OH:13]. (4) Given the reactants [H-].[Na+].[C:3]([N:7]1[C:11]([C:12]2[CH:17]=[CH:16][C:15]([O:18][CH3:19])=[CH:14][CH:13]=2)=[C:10]([C:20]2[S:21][CH:22]=[C:23]([CH:25]=O)[N:24]=2)[CH:9]=[N:8]1)([CH3:6])([CH3:5])[CH3:4].[OH2:27].[CH2:28]1[CH2:32][O:31][CH2:30][CH2:29]1, predict the reaction product. The product is: [C:3]([N:7]1[C:11]([C:12]2[CH:13]=[CH:14][C:15]([O:18][CH3:19])=[CH:16][CH:17]=2)=[C:10]([C:20]2[S:21][CH:22]=[C:23](/[CH:25]=[CH:29]/[C:30]([O:31][CH2:32][CH3:28])=[O:27])[N:24]=2)[CH:9]=[N:8]1)([CH3:6])([CH3:5])[CH3:4]. (5) Given the reactants [C:1]([C:4]1[CH:9]=[CH:8][C:7]([NH:10][C:11]([CH:13]2[CH:17]([C:18]3[CH:23]=[CH:22][CH:21]=[C:20]([Cl:24])[C:19]=3[F:25])[C:16]([C:28]3[CH:33]=[CH:32][C:31]([Cl:34])=[CH:30][C:29]=3[F:35])([C:26]#[N:27])[CH:15]([CH2:36][C:37]([CH3:40])([CH3:39])[CH3:38])[NH:14]2)=[O:12])=[CH:6][CH:5]=1)(=[O:3])[NH2:2], predict the reaction product. The product is: [C:1]([C:4]1[CH:9]=[CH:8][C:7]([NH:10][C:11]([C@@H:13]2[C@@H:17]([C:18]3[CH:23]=[CH:22][CH:21]=[C:20]([Cl:24])[C:19]=3[F:25])[C@@:16]([C:28]3[CH:33]=[CH:32][C:31]([Cl:34])=[CH:30][C:29]=3[F:35])([C:26]#[N:27])[C@@H:15]([CH2:36][C:37]([CH3:40])([CH3:39])[CH3:38])[NH:14]2)=[O:12])=[CH:6][CH:5]=1)(=[O:3])[NH2:2].